The task is: Predict which catalyst facilitates the given reaction.. This data is from Catalyst prediction with 721,799 reactions and 888 catalyst types from USPTO. Reactant: [CH:1]1[C:6]([CH:7]=[O:8])=[CH:5][CH:4]=[C:3]([CH:9]=[O:10])[CH:2]=1.NCC1C=CC=CN=1.[H][H]. Product: [OH:10][CH2:9][C:3]1[CH:2]=[CH:1][C:6]([CH:7]=[O:8])=[CH:5][CH:4]=1. The catalyst class is: 43.